Dataset: NCI-60 drug combinations with 297,098 pairs across 59 cell lines. Task: Regression. Given two drug SMILES strings and cell line genomic features, predict the synergy score measuring deviation from expected non-interaction effect. (1) Drug 1: COC1=CC(=CC(=C1O)OC)C2C3C(COC3=O)C(C4=CC5=C(C=C24)OCO5)OC6C(C(C7C(O6)COC(O7)C8=CC=CS8)O)O. Drug 2: C1=NNC2=C1C(=O)NC=N2. Cell line: HL-60(TB). Synergy scores: CSS=73.2, Synergy_ZIP=8.51, Synergy_Bliss=9.89, Synergy_Loewe=-12.6, Synergy_HSA=8.26. (2) Drug 2: CC1=C(C=C(C=C1)C(=O)NC2=CC(=CC(=C2)C(F)(F)F)N3C=C(N=C3)C)NC4=NC=CC(=N4)C5=CN=CC=C5. Cell line: HCT-15. Drug 1: CS(=O)(=O)C1=CC(=C(C=C1)C(=O)NC2=CC(=C(C=C2)Cl)C3=CC=CC=N3)Cl. Synergy scores: CSS=-0.564, Synergy_ZIP=-0.914, Synergy_Bliss=-1.48, Synergy_Loewe=-4.63, Synergy_HSA=-4.69. (3) Drug 1: CC1C(C(CC(O1)OC2CC(CC3=C2C(=C4C(=C3O)C(=O)C5=C(C4=O)C(=CC=C5)OC)O)(C(=O)C)O)N)O.Cl. Drug 2: C1=CN(C=N1)CC(O)(P(=O)(O)O)P(=O)(O)O. Cell line: 786-0. Synergy scores: CSS=26.8, Synergy_ZIP=-13.9, Synergy_Bliss=-20.5, Synergy_Loewe=-18.2, Synergy_HSA=-17.8. (4) Drug 1: CC1=C(C=C(C=C1)NC2=NC=CC(=N2)N(C)C3=CC4=NN(C(=C4C=C3)C)C)S(=O)(=O)N.Cl. Drug 2: CC1=C(C=C(C=C1)NC(=O)C2=CC=C(C=C2)CN3CCN(CC3)C)NC4=NC=CC(=N4)C5=CN=CC=C5. Cell line: HCT116. Synergy scores: CSS=0.0725, Synergy_ZIP=0.616, Synergy_Bliss=-0.294, Synergy_Loewe=-3.13, Synergy_HSA=-2.99.